From a dataset of Full USPTO retrosynthesis dataset with 1.9M reactions from patents (1976-2016). Predict the reactants needed to synthesize the given product. (1) Given the product [Br:20][C:16]1[CH:15]=[C:14]([Cl:21])[C:13]([C:11]([N:10]2[C:6]3[CH:5]=[CH:4][N:3]=[C:2]([N:1]([C:39]([CH:40]4[CH2:23][CH2:22]4)=[O:38])[C:32]([CH:29]4[CH2:31][CH2:30]4)=[O:33])[C:7]=3[CH:8]=[CH:9]2)=[O:12])=[C:18]([Cl:19])[CH:17]=1, predict the reactants needed to synthesize it. The reactants are: [NH2:1][C:2]1[C:7]2[CH:8]=[CH:9][N:10]([C:11]([C:13]3[C:18]([Cl:19])=[CH:17][C:16]([Br:20])=[CH:15][C:14]=3[Cl:21])=[O:12])[C:6]=2[CH:5]=[CH:4][N:3]=1.[CH2:22](N(CC)CC)[CH3:23].[CH:29]1([C:32](Cl)=[O:33])[CH2:31][CH2:30]1.C([O:38][CH2:39][CH3:40])(=O)C. (2) Given the product [CH2:8]([N:6]1[C:5](=[O:13])[CH:4]=[CH:3][C:2]([C:23]2[CH:24]=[C:19]([NH:18][S:15]([CH3:14])(=[O:16])=[O:17])[CH:20]=[CH:21][CH:22]=2)=[CH:7]1)[CH2:9][CH:10]([CH3:12])[CH3:11], predict the reactants needed to synthesize it. The reactants are: Br[C:2]1[CH:3]=[CH:4][C:5](=[O:13])[N:6]([CH2:8][CH2:9][CH:10]([CH3:12])[CH3:11])[CH:7]=1.[CH3:14][S:15]([NH:18][C:19]1[CH:20]=[C:21](B(O)O)[CH:22]=[CH:23][CH:24]=1)(=[O:17])=[O:16]. (3) Given the product [Cl:1][C:2]1[N:10]=[C:9]([O:11][CH2:12][CH3:13])[CH:8]=[CH:7][C:3]=1[C:4]([O:6][CH3:14])=[O:5], predict the reactants needed to synthesize it. The reactants are: [Cl:1][C:2]1[N:10]=[C:9]([O:11][CH2:12][CH3:13])[CH:8]=[CH:7][C:3]=1[C:4]([OH:6])=[O:5].[CH3:14]N(C)C=O.C(Cl)(=O)C(Cl)=O. (4) Given the product [CH2:1]([O:3][C:4](=[O:18])[CH:5]([O:15][CH2:16][CH3:17])[CH2:6][C:7]1[CH:12]=[CH:11][C:10]([O:13][CH2:32][C:29]2[S:28][C:27]([C:24]3[CH:23]=[CH:22][C:21]([C:20]([F:35])([F:19])[F:34])=[CH:26][CH:25]=3)=[N:31][CH:30]=2)=[CH:9][C:8]=1[CH3:14])[CH3:2], predict the reactants needed to synthesize it. The reactants are: [CH2:1]([O:3][C:4](=[O:18])[CH:5]([O:15][CH2:16][CH3:17])[CH2:6][C:7]1[CH:12]=[CH:11][C:10]([OH:13])=[CH:9][C:8]=1[CH3:14])[CH3:2].[F:19][C:20]([F:35])([F:34])[C:21]1[CH:26]=[CH:25][C:24]([C:27]2[S:28][C:29]([CH2:32]O)=[CH:30][N:31]=2)=[CH:23][CH:22]=1.C(P(CCCC)CCCC)CCC.CN(C)C(N=NC(N(C)C)=O)=O. (5) The reactants are: [CH2:1]([CH:3]1[C:16]2[C:11](=[CH:12][CH:13]=[CH:14][CH:15]=2)[C:10]2[CH:9]=[CH:8][CH:7]=[CH:6][C:5]=2[N:4]1[S:17]([C:20]1[CH:25]=[CH:24][C:23]([O:26][CH3:27])=[C:22]([CH3:28])[CH:21]=1)(=[O:19])=[O:18])[CH3:2].[Br:29]Br. Given the product [Br:29][C:8]1[CH:7]=[CH:6][C:5]2[N:4]([S:17]([C:20]3[CH:25]=[CH:24][C:23]([O:26][CH3:27])=[C:22]([CH3:28])[CH:21]=3)(=[O:19])=[O:18])[CH:3]([CH2:1][CH3:2])[C:16]3[C:11](=[CH:12][CH:13]=[CH:14][CH:15]=3)[C:10]=2[CH:9]=1, predict the reactants needed to synthesize it.